From a dataset of Catalyst prediction with 721,799 reactions and 888 catalyst types from USPTO. Predict which catalyst facilitates the given reaction. (1) Reactant: [F:1][C:2]1[CH:29]=[CH:28][C:5]([O:6][C:7]2[CH:12]=[CH:11][C:10]([N+:13]([O-])=O)=[CH:9][C:8]=2[C:16]2[C:24]3[C:19](=[C:20]([O:25][CH3:26])[N:21]=[CH:22][CH:23]=3)[N:18]([CH3:27])[CH:17]=2)=[CH:4][CH:3]=1. Product: [F:1][C:2]1[CH:29]=[CH:28][C:5]([O:6][C:7]2[CH:12]=[CH:11][C:10]([NH2:13])=[CH:9][C:8]=2[C:16]2[C:24]3[C:19](=[C:20]([O:25][CH3:26])[N:21]=[CH:22][CH:23]=3)[N:18]([CH3:27])[CH:17]=2)=[CH:4][CH:3]=1. The catalyst class is: 312. (2) Reactant: [SH:1][CH2:2][CH2:3][OH:4].[Na+].[Cl-].P([O-])([O-])([O-])=O.[Na+].[Na+].[Na+].Br[C:16]1[C:21](=[O:22])[NH:20][C:18](=[O:19])[C:17]=1Br. Product: [OH:4][CH2:3][CH2:2][S:1][C:17]1[C:18](=[O:19])[NH:20][C:21](=[O:22])[C:16]=1[S:1][CH2:2][CH2:3][OH:4]. The catalyst class is: 3. (3) Reactant: [OH-].[Na+].[N+:3]([CH3:6])([O-:5])=[O:4].[CH3:7][CH:8]([CH2:11][CH2:12][CH3:13])[CH:9]=[O:10]. Product: [CH3:7][CH:8]([CH2:11][CH2:12][CH3:13])[CH:9]([OH:10])[CH2:6][N+:3]([O-:5])=[O:4]. The catalyst class is: 97. (4) Reactant: Cl[Mg][CH2:3][CH2:4][C:5]1[CH:10]=[CH:9][CH:8]=[CH:7][CH:6]=1.[CH:11]([C:13]1[N:14]=[C:15]([CH:18]2[CH2:23][CH2:22][N:21]([C:24]([O:26][C:27]([CH3:30])([CH3:29])[CH3:28])=[O:25])[CH2:20][CH2:19]2)[S:16][CH:17]=1)=[O:12].[Cl-].[NH4+]. Product: [OH:12][CH:11]([C:13]1[N:14]=[C:15]([CH:18]2[CH2:19][CH2:20][N:21]([C:24]([O:26][C:27]([CH3:30])([CH3:29])[CH3:28])=[O:25])[CH2:22][CH2:23]2)[S:16][CH:17]=1)[CH2:3][CH2:4][C:5]1[CH:10]=[CH:9][CH:8]=[CH:7][CH:6]=1. The catalyst class is: 7. (5) Reactant: [CH3:1][S:2](Cl)(=[O:4])=[O:3].[C:6]([NH:10][C:11](=[O:36])[CH2:12][N:13]1[C:22](=[O:23])[C:21]2[C:16](=[CH:17][CH:18]=[C:19]([CH:24]=[CH:25][CH2:26][CH2:27][OH:28])[CH:20]=2)[N:15]=[C:14]1[C:29]1[CH:34]=[CH:33][CH:32]=[C:31]([Cl:35])[CH:30]=1)([CH3:9])([CH3:8])[CH3:7].C(N(CC)CC)C. Product: [C:6]([NH:10][C:11]([CH2:12][N:13]1[C:22](=[O:23])[C:21]2[C:16](=[CH:17][CH:18]=[C:19]([CH:24]=[CH:25][CH2:26][CH2:27][O:28][S:2]([CH3:1])(=[O:4])=[O:3])[CH:20]=2)[N:15]=[C:14]1[C:29]1[CH:34]=[CH:33][CH:32]=[C:31]([Cl:35])[CH:30]=1)=[O:36])([CH3:9])([CH3:7])[CH3:8]. The catalyst class is: 4.